From a dataset of Forward reaction prediction with 1.9M reactions from USPTO patents (1976-2016). Predict the product of the given reaction. Given the reactants [CH:1]12[CH2:7][CH:4]([CH2:5][CH2:6]1)[CH2:3][CH:2]2[CH2:8][C:9]([OH:11])=O.C(Cl)(=O)C(Cl)=O.[NH4+:18].[OH-], predict the reaction product. The product is: [CH:1]12[CH2:7][CH:4]([CH2:5][CH2:6]1)[CH2:3][CH:2]2[CH2:8][C:9]([NH2:18])=[O:11].